From a dataset of Full USPTO retrosynthesis dataset with 1.9M reactions from patents (1976-2016). Predict the reactants needed to synthesize the given product. (1) Given the product [CH3:22][O:21][C:19]([C:17]1[N:16]([CH:2]2[C:11]3[C:6](=[CH:7][C:8]([C:12]#[N:13])=[CH:9][CH:10]=3)[CH2:5][S:4][CH2:3]2)[CH:15]=[N:14][CH:18]=1)=[O:20], predict the reactants needed to synthesize it. The reactants are: O[CH:2]1[C:11]2[C:6](=[CH:7][C:8]([C:12]#[N:13])=[CH:9][CH:10]=2)[CH2:5][S:4][CH2:3]1.[NH:14]1[CH:18]=[C:17]([C:19]([O:21][CH3:22])=[O:20])[N:16]=[CH:15]1.C1(P(C2C=CC=CC=2)C2C=CC=CC=2)C=CC=CC=1.N(C(OC(C)C)=O)=NC(OC(C)C)=O. (2) Given the product [CH2:36]([CH:11]1[CH:12]([C:14]2[N:18]3[C:19]4[CH:25]=[CH:24][N:23]([S:26]([C:29]5[CH:30]=[CH:31][C:32]([CH3:33])=[CH:34][CH:35]=5)(=[O:28])=[O:27])[C:20]=4[N:21]=[CH:22][C:17]3=[N:16][N:15]=2)[CH2:13][CH:9]([OH:8])[CH2:10]1)[CH3:37], predict the reactants needed to synthesize it. The reactants are: [Si]([O:8][C@@H:9]1[CH2:13][C@H:12]([C:14]2[N:18]3[C:19]4[CH:25]=[CH:24][N:23]([S:26]([C:29]5[CH:35]=[CH:34][C:32]([CH3:33])=[CH:31][CH:30]=5)(=[O:28])=[O:27])[C:20]=4[N:21]=[CH:22][C:17]3=[N:16][N:15]=2)[C@H:11]([CH2:36][CH3:37])[CH2:10]1)(C(C)(C)C)(C)C.Cl.CCOC(C)=O. (3) Given the product [OH:29][CH2:28][C@H:27]([NH:26][C:5](=[O:6])[C@H:4]([NH:8][C:9](=[O:10])[O:11][CH2:12][CH:13]1[C:14]2[CH:15]=[CH:16][CH:17]=[CH:18][C:19]=2[C:20]2[C:25]1=[CH:24][CH:23]=[CH:22][CH:21]=2)[CH2:3][CH:2]=[CH2:1])[C:30]1[CH:35]=[CH:34][CH:33]=[CH:32][CH:31]=1, predict the reactants needed to synthesize it. The reactants are: [CH2:1]=[CH:2][CH2:3][C@@H:4]([NH:8][C:9]([O:11][CH2:12][CH:13]1[C:25]2[C:20](=[CH:21][CH:22]=[CH:23][CH:24]=2)[C:19]2[C:14]1=[CH:15][CH:16]=[CH:17][CH:18]=2)=[O:10])[C:5]([O-])=[O:6].[NH2:26][C@H:27]([C:30]1[CH:35]=[CH:34][CH:33]=[CH:32][CH:31]=1)[CH2:28][OH:29]. (4) Given the product [N:13]1([C:12]2([C:4]([NH:2][C:1]3[CH:21]=[C:22]([CH:26]=[CH:27][C:28]=3[O:29][C:30]([F:31])([F:32])[F:33])[C:23]([OH:25])=[O:24])=[O:5])[CH2:7][CH2:6]2)[CH2:18][CH2:17][O:16][CH2:15][CH2:14]1, predict the reactants needed to synthesize it. The reactants are: [CH3:1][N:2]([CH:4]=[O:5])C.[C:6](Cl)(=O)[C:7](Cl)=O.[CH3:12][N:13]1[CH2:18][CH2:17][O:16][CH2:15][CH2:14]1.NC1[CH:21]=[C:22]([CH:26]=[CH:27][C:28]=1[O:29][C:30]([F:33])([F:32])[F:31])[C:23]([OH:25])=[O:24].Cl.